This data is from Forward reaction prediction with 1.9M reactions from USPTO patents (1976-2016). The task is: Predict the product of the given reaction. Given the reactants C(N(CC)CC)C.CCCP(=O)=O.[CH3:14][O:15][CH2:16][CH2:17][O:18][CH2:19][C:20]1[CH:25]=[CH:24][C:23]([C@@H:26]2[C@@H:31]([O:32][CH2:33][C:34]3[CH:35]=[CH:36][C:37]4[O:42][CH2:41][CH2:40][N:39]([CH2:43][CH2:44][CH2:45][O:46][CH3:47])[C:38]=4[CH:48]=3)[CH2:30][N:29]([S:49]([C:52]3[CH:57]=[CH:56][C:55]([CH3:58])=[CH:54][CH:53]=3)(=[O:51])=[O:50])[CH2:28][C@H:27]2[CH2:59][NH2:60])=[CH:22][CH:21]=1.[C:61](O)(=[O:63])[CH3:62], predict the reaction product. The product is: [CH3:14][O:15][CH2:16][CH2:17][O:18][CH2:19][C:20]1[CH:25]=[CH:24][C:23]([C@@H:26]2[C@@H:31]([O:32][CH2:33][C:34]3[CH:35]=[CH:36][C:37]4[O:42][CH2:41][CH2:40][N:39]([CH2:43][CH2:44][CH2:45][O:46][CH3:47])[C:38]=4[CH:48]=3)[CH2:30][N:29]([S:49]([C:52]3[CH:57]=[CH:56][C:55]([CH3:58])=[CH:54][CH:53]=3)(=[O:50])=[O:51])[CH2:28][C@H:27]2[CH2:59][NH:60][C:61](=[O:63])[CH3:62])=[CH:22][CH:21]=1.